The task is: Regression. Given two drug SMILES strings and cell line genomic features, predict the synergy score measuring deviation from expected non-interaction effect.. This data is from NCI-60 drug combinations with 297,098 pairs across 59 cell lines. (1) Drug 1: CC1=C(N=C(N=C1N)C(CC(=O)N)NCC(C(=O)N)N)C(=O)NC(C(C2=CN=CN2)OC3C(C(C(C(O3)CO)O)O)OC4C(C(C(C(O4)CO)O)OC(=O)N)O)C(=O)NC(C)C(C(C)C(=O)NC(C(C)O)C(=O)NCCC5=NC(=CS5)C6=NC(=CS6)C(=O)NCCC[S+](C)C)O. Drug 2: CC(C)CN1C=NC2=C1C3=CC=CC=C3N=C2N. Cell line: UACC62. Synergy scores: CSS=20.2, Synergy_ZIP=-8.13, Synergy_Bliss=-3.82, Synergy_Loewe=-5.77, Synergy_HSA=-3.21. (2) Drug 1: CC1=C(N=C(N=C1N)C(CC(=O)N)NCC(C(=O)N)N)C(=O)NC(C(C2=CN=CN2)OC3C(C(C(C(O3)CO)O)O)OC4C(C(C(C(O4)CO)O)OC(=O)N)O)C(=O)NC(C)C(C(C)C(=O)NC(C(C)O)C(=O)NCCC5=NC(=CS5)C6=NC(=CS6)C(=O)NCCC[S+](C)C)O. Drug 2: CC1C(C(CC(O1)OC2CC(CC3=C2C(=C4C(=C3O)C(=O)C5=C(C4=O)C(=CC=C5)OC)O)(C(=O)CO)O)N)O.Cl. Cell line: SK-MEL-28. Synergy scores: CSS=48.4, Synergy_ZIP=1.67, Synergy_Bliss=2.09, Synergy_Loewe=-4.42, Synergy_HSA=2.74.